This data is from Catalyst prediction with 721,799 reactions and 888 catalyst types from USPTO. The task is: Predict which catalyst facilitates the given reaction. (1) Reactant: Cl.Cl.[NH2:3][CH2:4][CH2:5][N:6]1[C:14]2[C:13]([NH:15][C:16]3[CH:21]=[CH:20][C:19]([O:22][C:23]4[CH:28]=[CH:27][CH:26]=[C:25]([C:29]([F:32])([F:31])[F:30])[CH:24]=4)=[C:18]([Cl:33])[CH:17]=3)=[N:12][CH:11]=[N:10][C:9]=2[CH:8]=[CH:7]1.C(N(CC)CC)C.C([O:44][C:45]([C:48](Cl)=[O:49])([CH3:47])[CH3:46])(=O)C.C(=O)([O-])O.[Na+]. Product: [Cl:33][C:18]1[CH:17]=[C:16]([NH:15][C:13]2[C:14]3[N:6]([CH2:5][CH2:4][NH:3][C:48](=[O:49])[C:45]([OH:44])([CH3:47])[CH3:46])[CH:7]=[CH:8][C:9]=3[N:10]=[CH:11][N:12]=2)[CH:21]=[CH:20][C:19]=1[O:22][C:23]1[CH:28]=[CH:27][CH:26]=[C:25]([C:29]([F:32])([F:31])[F:30])[CH:24]=1. The catalyst class is: 7. (2) Reactant: CN(C(O[N:9]1[N:17]=NC2C=CC=CC1=2)=[N+](C)C)C.[B-](F)(F)(F)F.[Cl:23][C:24]1[C:25]([CH3:33])=[C:26]([CH:30]=[CH:31][CH:32]=1)[C:27](O)=[O:28].CCN(C(C)C)C(C)C.NN.C1COCC1. Product: [Cl:23][C:24]1[C:25]([CH3:33])=[C:26]([CH:30]=[CH:31][CH:32]=1)[C:27]([NH:9][NH2:17])=[O:28]. The catalyst class is: 85. (3) Reactant: [CH3:1][C:2]1[CH:3]=[C:4]2[NH:10][C:9](=[O:11])[CH2:8][C:5]2=[N:6][CH:7]=1.[Cl:12][C:13]1[C:14]([F:21])=[C:15]([CH:18]=[CH:19][CH:20]=1)[CH:16]=O.N1CCCCC1. Product: [Cl:12][C:13]1[C:14]([F:21])=[C:15]([CH:18]=[CH:19][CH:20]=1)/[CH:16]=[C:8]1\[C:9](=[O:11])[NH:10][C:4]2[C:5]\1=[N:6][CH:7]=[C:2]([CH3:1])[CH:3]=2. The catalyst class is: 5.